This data is from Forward reaction prediction with 1.9M reactions from USPTO patents (1976-2016). The task is: Predict the product of the given reaction. (1) Given the reactants [CH2:1]=[CH:2][CH2:3][CH2:4][CH2:5][CH2:6][CH2:7][CH2:8][CH2:9][CH3:10].[CH3:11][CH2:12][CH2:13][CH2:14][CH2:15][CH3:16].[C:17]1(C)C=CC=C[CH:18]=1, predict the reaction product. The product is: [CH3:1][CH2:2][CH2:3][CH2:4][CH2:5][CH2:6][CH2:7][CH2:8][CH:9]=[CH:10][CH2:11][CH2:12][CH2:13][CH2:14][CH2:15][CH2:16][CH2:17][CH3:18]. (2) Given the reactants [Br:1][C:2]1[S:3][CH:4]=[CH:5][C:6]=1[CH2:7][C:8]#[N:9].B.C1COCC1, predict the reaction product. The product is: [Br:1][C:2]1[S:3][CH:4]=[CH:5][C:6]=1[CH2:7][CH2:8][NH2:9]. (3) Given the reactants Br[C:2]1[CH:3]=[N:4][C:5]2[N:6]([CH:8]=[C:9]([CH2:11][O:12][C:13]3[CH:18]=[CH:17][C:16]([F:19])=[CH:15][N:14]=3)[N:10]=2)[CH:7]=1.[F:20][C:21]([F:32])([F:31])[C:22]1[N:27]=[CH:26][C:25](B(O)O)=[CH:24][CH:23]=1, predict the reaction product. The product is: [F:19][C:16]1[CH:17]=[CH:18][C:13]([O:12][CH2:11][C:9]2[N:10]=[C:5]3[N:4]=[CH:3][C:2]([C:25]4[CH:26]=[N:27][C:22]([C:21]([F:32])([F:31])[F:20])=[CH:23][CH:24]=4)=[CH:7][N:6]3[CH:8]=2)=[N:14][CH:15]=1. (4) The product is: [C:35]([N:33]([CH3:34])[C:30]1[CH:31]=[CH:32][C:27]([CH2:26][CH:15]([NH:16][S:17]([C:20]2[CH:21]=[N:22][CH:23]=[CH:24][CH:25]=2)(=[O:18])=[O:19])[C:11]2[N:10]=[C:9]([NH:8][CH2:40][C:41]([OH:43])=[O:42])[CH:14]=[CH:13][CH:12]=2)=[CH:28][CH:29]=1)(=[O:39])[CH2:36][CH2:37][CH3:38]. Given the reactants C(OC([N:8]([CH2:40][C:41]([O:43]C(C)(C)C)=[O:42])[C:9]1[CH:14]=[CH:13][CH:12]=[C:11]([CH:15]([CH2:26][C:27]2[CH:32]=[CH:31][C:30]([N:33]([C:35](=[O:39])[CH2:36][CH2:37][CH3:38])[CH3:34])=[CH:29][CH:28]=2)[NH:16][S:17]([C:20]2[CH:21]=[N:22][CH:23]=[CH:24][CH:25]=2)(=[O:19])=[O:18])[N:10]=1)=O)(C)(C)C.Cl.O1CCOCC1, predict the reaction product. (5) Given the reactants Br[C:2]1[CH:3]=[C:4]([CH3:12])[C:5]2[O:6][CH2:7][CH2:8][NH:9][C:10]=2[N:11]=1.[F:13][C:14]([F:25])([F:24])[C:15]1[CH:16]=[C:17](B(O)O)[CH:18]=[CH:19][CH:20]=1.C([O-])([O-])=O.[Na+].[Na+], predict the reaction product. The product is: [CH3:12][C:4]1[C:5]2[O:6][CH2:7][CH2:8][NH:9][C:10]=2[N:11]=[C:2]([C:19]2[CH:18]=[CH:17][CH:16]=[C:15]([C:14]([F:25])([F:24])[F:13])[CH:20]=2)[CH:3]=1. (6) Given the reactants C1(S([N:10]2[C:14]3[N:15]=[CH:16][N:17]=[C:18](Cl)[C:13]=3[CH:12]=[C:11]2[C:20]2[CH:21]=[N:22][N:23]([CH3:25])[CH:24]=2)(=O)=O)C=CC=CC=1.[C:26]([O:30][C:31](=[O:51])[N:32]([CH2:34][C:35]1[CH:40]=[CH:39][C:38](B2OC(C)(C)C(C)(C)O2)=[CH:37][C:36]=1[F:50])[CH3:33])([CH3:29])([CH3:28])[CH3:27].C(=O)([O-])[O-].[K+].[K+].COCCOC, predict the reaction product. The product is: [C:26]([O:30][C:31](=[O:51])[N:32]([CH2:34][C:35]1[CH:40]=[CH:39][C:38]([C:18]2[C:13]3[CH:12]=[C:11]([C:20]4[CH:21]=[N:22][N:23]([CH3:25])[CH:24]=4)[NH:10][C:14]=3[N:15]=[CH:16][N:17]=2)=[CH:37][C:36]=1[F:50])[CH3:33])([CH3:29])([CH3:27])[CH3:28]. (7) Given the reactants [C:1]([C:3]1[C:4]([N:22]2[CH2:27][CH2:26][CH:25]([C:28]([OH:30])=O)[CH2:24][CH2:23]2)=[N:5][C:6]([CH2:15][N:16]2[CH2:20][CH2:19][CH2:18][C:17]2=[O:21])=[C:7]([C:9]([O:11][CH:12]([CH3:14])[CH3:13])=[O:10])[CH:8]=1)#[N:2].[CH:31]1([CH2:36][S:37]([NH2:40])(=[O:39])=[O:38])[CH2:35][CH2:34][CH2:33][CH2:32]1, predict the reaction product. The product is: [C:1]([C:3]1[C:4]([N:22]2[CH2:23][CH2:24][CH:25]([C:28](=[O:30])[NH:40][S:37]([CH2:36][CH:31]3[CH2:35][CH2:34][CH2:33][CH2:32]3)(=[O:39])=[O:38])[CH2:26][CH2:27]2)=[N:5][C:6]([CH2:15][N:16]2[CH2:20][CH2:19][CH2:18][C:17]2=[O:21])=[C:7]([CH:8]=1)[C:9]([O:11][CH:12]([CH3:14])[CH3:13])=[O:10])#[N:2]. (8) Given the reactants [C:1]([O:5][CH3:6])(=[O:4])[CH:2]=[CH2:3].C(N(CC)CC)C.C1(C)C=CC=CC=1P(C1C=CC=CC=1C)C1C=CC=CC=1C.Br[C:37]1[CH:38]=[CH:39][C:40]2[C:41]3[N:50]([CH2:51][CH2:52][CH2:53][CH2:54][N:55]4[CH2:59][CH2:58][CH2:57][S:56]4(=[O:61])=[O:60])[C:49]([CH2:62][O:63][CH2:64][CH3:65])=[N:48][C:42]=3[C:43]([NH2:47])=[N:44][C:45]=2[CH:46]=1, predict the reaction product. The product is: [NH2:47][C:43]1[C:42]2[N:48]=[C:49]([CH2:62][O:63][CH2:64][CH3:65])[N:50]([CH2:51][CH2:52][CH2:53][CH2:54][N:55]3[CH2:59][CH2:58][CH2:57][S:56]3(=[O:61])=[O:60])[C:41]=2[C:40]2[CH:39]=[CH:38][C:37](/[CH:3]=[CH:2]/[C:1]([O:5][CH3:6])=[O:4])=[CH:46][C:45]=2[N:44]=1.